This data is from Reaction yield outcomes from USPTO patents with 853,638 reactions. The task is: Predict the reaction yield, written as a fraction of the theoretical maximum amount of product (1.0 means a 100% yield; for example, 0.34 means a 34% yield). (1) The reactants are [NH2:1][C:2]1[CH:11]=[C:10]([C:12]2[C:21]3[C:16](=[CH:17][C:18]([O:27][CH2:28][CH3:29])=[C:19]4[O:24][C:23]([CH3:26])([CH3:25])[CH2:22][C:20]4=3)[CH2:15][C:14]([CH3:31])([CH3:30])[N:13]=2)[CH:9]=[CH:8][C:3]=1[C:4]([O:6][CH3:7])=[O:5].[CH3:32][O:33][C:34]1[CH:42]=[CH:41][CH:40]=[CH:39][C:35]=1[C:36](Cl)=[O:37].CCCCCC. The catalyst is CN(C)C(=O)C. The product is [CH2:28]([O:27][C:18]1[CH:17]=[C:16]2[C:21](=[C:20]3[CH2:22][C:23]([CH3:26])([CH3:25])[O:24][C:19]=13)[C:12]([C:10]1[CH:9]=[CH:8][C:3]([C:4]([O:6][CH3:7])=[O:5])=[C:2]([NH:1][C:36](=[O:37])[C:35]3[CH:39]=[CH:40][CH:41]=[CH:42][C:34]=3[O:33][CH3:32])[CH:11]=1)=[N:13][C:14]([CH3:30])([CH3:31])[CH2:15]2)[CH3:29]. The yield is 0.930. (2) The reactants are [BH4-].[Na+].[Cl-].[Ca+2].[Cl-].[OH:6][C:7]([C:38]1[CH:47]=[CH:46][C:45]2[C:40](=[CH:41][CH:42]=[C:43]([C:48]([NH:50][CH3:51])=[O:49])[CH:44]=2)[CH:39]=1)([C:14]1[N:15]=[CH:16][N:17]([C:19]([C:32]2[CH:37]=[CH:36][CH:35]=[CH:34][CH:33]=2)([C:26]2[CH:31]=[CH:30][CH:29]=[CH:28][CH:27]=2)[C:20]2[CH:25]=[CH:24][CH:23]=[CH:22][CH:21]=2)[CH:18]=1)[CH2:8][C:9](OCC)=[O:10].Cl. The catalyst is C1COCC1.O.C(O)C. The product is [OH:6][C:7]([C:38]1[CH:39]=[C:40]2[C:45](=[CH:46][CH:47]=1)[CH:44]=[C:43]([C:48]([NH:50][CH3:51])=[O:49])[CH:42]=[CH:41]2)([C:14]1[N:15]=[CH:16][N:17]([C:19]([C:26]2[CH:31]=[CH:30][CH:29]=[CH:28][CH:27]=2)([C:32]2[CH:33]=[CH:34][CH:35]=[CH:36][CH:37]=2)[C:20]2[CH:25]=[CH:24][CH:23]=[CH:22][CH:21]=2)[CH:18]=1)[CH2:8][CH2:9][OH:10]. The yield is 0.870. (3) The reactants are Cl.[Cl:2][C:3]1[CH:4]=[C:5]([C:10]2(O)[CH2:15][CH2:14][N:13](C(OC(C)(C)C)=O)[CH2:12][CH2:11]2)[CH:6]=[CH:7][C:8]=1[Cl:9]. No catalyst specified. The product is [ClH:2].[Cl:2][C:3]1[CH:4]=[C:5]([C:10]2[CH2:15][CH2:14][NH:13][CH2:12][CH:11]=2)[CH:6]=[CH:7][C:8]=1[Cl:9]. The yield is 0.700. (4) The catalyst is C(Cl)Cl.CN(C1C=CN=CC=1)C. The reactants are [C:1]([O:5][C:6]([N:8]1[CH2:15][CH:14]2[N:16]([C:17]([O:19][C:20]([CH3:23])([CH3:22])[CH3:21])=[O:18])[CH:10]([CH2:11][C:12]([C:27]3[O:28][CH:29]=[C:30]([CH2:32][CH2:33][CH2:34][O:35][Si:36]([C:39]([CH3:42])([CH3:41])[CH3:40])([CH3:38])[CH3:37])[N:31]=3)=[C:13]2[C:24](O)=[O:25])[CH2:9]1)=[O:7])([CH3:4])([CH3:3])[CH3:2].[CH:43]1([NH:46][CH2:47][C:48]2[CH:53]=[CH:52][CH:51]=[C:50]([Cl:54])[C:49]=2[Cl:55])[CH2:45][CH2:44]1.CCN(C(C)C)C(C)C.C1C=CC2N(O)N=NC=2C=1.CCN=C=NCCCN(C)C.Cl. The yield is 0.650. The product is [C:1]([O:5][C:6]([N:8]1[CH2:15][CH:14]2[N:16]([C:17]([O:19][C:20]([CH3:23])([CH3:22])[CH3:21])=[O:18])[CH:10]([CH2:11][C:12]([C:27]3[O:28][CH:29]=[C:30]([CH2:32][CH2:33][CH2:34][O:35][Si:36]([C:39]([CH3:42])([CH3:41])[CH3:40])([CH3:38])[CH3:37])[N:31]=3)=[C:13]2[C:24](=[O:25])[N:46]([CH:43]2[CH2:44][CH2:45]2)[CH2:47][C:48]2[CH:53]=[CH:52][CH:51]=[C:50]([Cl:54])[C:49]=2[Cl:55])[CH2:9]1)=[O:7])([CH3:2])([CH3:3])[CH3:4]. (5) The reactants are Cl[C:2]1[N:11]2[N:12]=[C:13]([CH3:15])[N:14]=[C:10]2[C:9]2[CH:8]=[C:7]([CH3:16])[CH:6]=[CH:5][C:4]=2[N:3]=1.[CH3:17][N:18]1[CH2:23][CH2:22][NH:21][CH2:20][CH2:19]1. The catalyst is CCO. The product is [CH3:15][C:13]1[N:14]=[C:10]2[N:11]([C:2]([N:21]3[CH2:22][CH2:23][N:18]([CH3:17])[CH2:19][CH2:20]3)=[N:3][C:4]3[CH:5]=[CH:6][C:7]([CH3:16])=[CH:8][C:9]=32)[N:12]=1. The yield is 0.570. (6) The reactants are [Ca+2].[Cl:2][C:3]1[CH:38]=[CH:37][CH:36]=[CH:35][C:4]=1[O:5][C:6]1[CH2:10][N:9]([C@@H:11]([CH2:30][CH:31]([CH3:33])[CH3:32])[C:12]([NH:14][C:15]2[CH:19]=[CH:18][N:17]([CH2:20][C@@H:21]([OH:29])[CH2:22][C@@H:23]([OH:28])[CH2:24][C:25]([O-:27])=[O:26])[N:16]=2)=[O:13])[C:8](=[O:34])[CH:7]=1.[Cl:2][C:3]1[CH:38]=[CH:37][CH:36]=[CH:35][C:4]=1[O:5][C:6]1[CH2:10][N:9]([C@@H:11]([CH2:30][CH:31]([CH3:33])[CH3:32])[C:12]([NH:14][C:15]2[CH:19]=[CH:18][N:17]([CH2:20][C@@H:21]([OH:29])[CH2:22][C@@H:23]([OH:28])[CH2:24][C:25]([O-:27])=[O:26])[N:16]=2)=[O:13])[C:8](=[O:34])[CH:7]=1. The catalyst is Cl. The product is [Cl:2][C:3]1[CH:38]=[CH:37][CH:36]=[CH:35][C:4]=1[O:5][C:6]1[CH2:10][N:9]([C@@H:11]([CH2:30][CH:31]([CH3:33])[CH3:32])[C:12]([NH:14][C:15]2[CH:19]=[CH:18][N:17]([CH2:20][C@@H:21]([OH:29])[CH2:22][C@@H:23]([OH:28])[CH2:24][C:25]([OH:27])=[O:26])[N:16]=2)=[O:13])[C:8](=[O:34])[CH:7]=1. The yield is 0.440.